From a dataset of Drug-target binding data from BindingDB using Ki measurements. Regression. Given a target protein amino acid sequence and a drug SMILES string, predict the binding affinity score between them. We predict pKi (pKi = -log10(Ki in M); higher means stronger inhibition). Dataset: bindingdb_ki. (1) The compound is CCOC1Oc2ccc(Br)cc2C(=O)C1=CNc1ccc(S(N)(=O)=O)cc1. The target protein (P09487) has sequence MISPFLLLAIGTCFASSLVPEKEKDPKYWRDQAQQTLKNALRLQTLNTNVAKNVIMFLGDGMGVSTVTAARILKGQLHHSPGEETKLEMDKFPYVALSKTYNTNAQVPDSAGTATAYLCGVKANEGTVGVSAATQRSQCNTTQGNEVTSILRWAKDAGKSVGIVTTTRVNHATPSASYAHSADRDWYSDNEMPPEALSQGCKDIAYQLMHNIKDIEVIMGGGRKYMFPKNRTDVEYELDEKARGTRLDGLNLIDIWKSFKPKHKHSHYVWNRTDLLALDPHSVDYLLGLFEPGDMQYELNRNNATDPSLSEMVEMAIRILNKNPKGFFLLVEGGRIDHGHHEGKAKQALHEAVEMDQAIGQAGAMTSVEDTLTVVTADHSHVFTFGGYTPRGNSIFGLAPMVSDTDKKPFTAILYGNGPGYKVVGGERENVSMVDYAHNNYQAQSAVPLRHETHGGEDVAVFAKGPMAHLLHGVHEQNYIPHVMAYAACIGANRDHCASA.... The pKi is 4.3. (2) The small molecule is N[C@H](C[C@H](Cc1ccc2ccccc2c1)C(=O)O)C(=O)O. The target protein (Q03469) has sequence MDNRPIGVMDSGLGGLSVVRVIQQKLPNEEVIFVGDQGHFPYGTKDQAEVRQLALSIGAFLLKHDVKMMVVACNTATAAALPALQAALPIPVIGVIEPGARAALAQDKKGPIGVIATTATTTAGAYPATIERLAPGTPVIAKATQPMVEIVEHGQTGTAKAQEVVSEQLMTFKEHPVKTLIMGCTHFPFLAPEISKAVGPTVALVDPAKETVATAKSWLEQHQAMGNHAHPNYHLYSTGNLPDLRAGVNKWLLSGHFDLGTAQIEEGD. The pKi is 7.8. (3) The drug is c1cc2c(c([NH2+]C3=NCCN3)c1)CCCC2. The target is MLLARMKPQVQPELGGADQ. The pKi is 6.4. (4) The compound is COc1cc(C=O)ccc1OCc1ccccc1COc1ccc(C=C2SC(S)=NC2=O)cc1OC. The target protein (P56073) has sequence MQHLVLIGFMGSGKSSLAQELGLALKLEVLDTDMIISERVGLSVREIFEELGEDNFRMFEKNLIDELKTLKTPHVISTGGGIVMHENLKGLGTTFYLKMDFETLIKRLNQKEREKRPLLNNLTQAKELFEKRQALYEKNASFIIDARGGLNNSLKQVLQFIA. The pKi is 5.0. (5) The compound is CC[C@H](C)[C@H](NC(=O)[C@H](C)NC(=O)CN)C(=O)N[C@H](C(=O)NCC(=O)O)[C@@H](C)CC. The pKi is 4.9. The target protein (P00442) has sequence MATKAVCVLKGDGPVQGTIHFEAKGDTVVVTGSITGLTEGDHGFHVHQFGDNTQGCTSAGPHFNPLSKKHGGPKDEERHVGDLGNVTADKNGVAIVDIVDPLISLSGEYSIIGRTMVVHEKPDDLGRGGNEESTKTGNAGSRLACGVIGIAK. (6) The small molecule is COCCN1CCN(c2cc(C)c3nc(-c4c(NC[C@@H](O)c5cccc(Cl)c5)cc[nH]c4=O)[nH]c3c2)CC1. The target protein (P24062) has sequence MKSGSGGGSPTSLWGLVFLSAALSLWPTSGEICGPGIDIRNDYQQLKRLENCTVIEGFLHILLISKAEDYRSYRFPKLTVITEYLLLFRVAGLESLGDLFPNLTVIRGWKLFYNYALVIFEMTNLKDIGLYNLRNITRGAIRIEKNADLCYLSTIDWSLILDAVSNNYIVGNKPPKECGDLCPGTLEEKPMCEKTTINNEYNYRCWTTNRCQKMCPSVCGKRACTENNECCHPECLGSCHTPDDNTTCVACRHYYYKGVCVPACPPGTYRFEGWRCVDRDFCANIPNAESSDSDGFVIHDGECMQECPSGFIRNSTQSMYCIPCEGPCPKVCGDEEKKTKTIDSVTSAQMLQGCTILKGNLLINIRRGNNIASELENFMGLIEVVTGYVKIRHSHALVSLSFLKNLRLILGEEQLEGNYSFYVLDNQNLQQLWDWNHRNLTVRSGKMYFAFNPKLCVSEIYRMEEVTGTKGRQSKGDINTRNNGERASCESDVLRFTSTT.... The pKi is 7.5. (7) The compound is CC1(C)C(=O)N(c2ccc(C#N)c(C(F)(F)F)c2)C(=O)N1Cc1ccc(-c2cn(CCCCCC(=O)NO)nn2)cc1. The target protein (P10275) has sequence MEVQLGLGRVYPRPPSKTYRGAFQNLFQSVREVIQNPGPRHPEAASAAPPGASLLLLQQQQQQQQQQQQQQQQQQQQQQQETSPRQQQQQQGEDGSPQAHRRGPTGYLVLDEEQQPSQPQSALECHPERGCVPEPGAAVAASKGLPQQLPAPPDEDDSAAPSTLSLLGPTFPGLSSCSADLKDILSEASTMQLLQQQQQEAVSEGSSSGRAREASGAPTSSKDNYLGGTSTISDNAKELCKAVSVSMGLGVEALEHLSPGEQLRGDCMYAPLLGVPPAVRPTPCAPLAECKGSLLDDSAGKSTEDTAEYSPFKGGYTKGLEGESLGCSGSAAAGSSGTLELPSTLSLYKSGALDEAAAYQSRDYYNFPLALAGPPPPPPPPHPHARIKLENPLDYGSAWAAAAAQCRYGDLASLHGAGAAGPGSGSPSAAASSSWHTLFTAEEGQLYGPCGGGGGGGGGGGGGGGGGGGGGGGEAGAVAPYGYTRPPQGLAGQESDFTAP.... The pKi is 6.1.